Dataset: Peptide-MHC class II binding affinity with 134,281 pairs from IEDB. Task: Regression. Given a peptide amino acid sequence and an MHC pseudo amino acid sequence, predict their binding affinity value. This is MHC class II binding data. The peptide sequence is QAVMEMTYKNKVVKV. The MHC is DRB1_1101 with pseudo-sequence DRB1_1101. The binding affinity (normalized) is 0.703.